Predict the reaction yield, written as a fraction of the theoretical maximum amount of product (1.0 means a 100% yield; for example, 0.34 means a 34% yield). From a dataset of Reaction yield outcomes from USPTO patents with 853,638 reactions. (1) The reactants are [CH3:1][NH:2][C:3]([N:5]1[C:13]2[C:8](=[CH:9][C:10](B3OC(C)(C)C(C)(C)O3)=[CH:11][CH:12]=2)[CH2:7][CH2:6]1)=[O:4].[NH2:23][C:24]1[N:25]=[CH:26][C:27]([C:31]2[CH:36]=[CH:35][C:34]([S:37]([N:40]([CH:42]3[CH2:44][CH2:43]3)[CH3:41])(=[O:39])=[O:38])=[CH:33][CH:32]=2)=[N:28][C:29]=1Br. No catalyst specified. The product is [NH2:23][C:24]1[C:29]([C:10]2[CH:9]=[C:8]3[C:13](=[CH:12][CH:11]=2)[N:5]([C:3]([NH:2][CH3:1])=[O:4])[CH2:6][CH2:7]3)=[N:28][C:27]([C:31]2[CH:36]=[CH:35][C:34]([S:37](=[O:39])(=[O:38])[N:40]([CH:42]3[CH2:43][CH2:44]3)[CH3:41])=[CH:33][CH:32]=2)=[CH:26][N:25]=1. The yield is 0.280. (2) The reactants are [S:1]1[C:5]2[CH:6]=[CH:7][CH:8]=[CH:9][C:4]=2[N:3]=[C:2]1[NH:10][C:11]1[CH:16]=[CH:15][C:14]([OH:17])=[CH:13][CH:12]=1.[H-].[Na+].F[C:21]1[C:26]([CH:27]2[CH2:32][CH2:31][N:30]([C:33](=[O:35])[CH3:34])[CH2:29][CH2:28]2)=[CH:25][CH:24]=[CH:23][N:22]=1. The catalyst is CN1CCCC1=O. The product is [S:1]1[C:5]2[CH:6]=[CH:7][CH:8]=[CH:9][C:4]=2[N:3]=[C:2]1[NH:10][C:11]1[CH:16]=[CH:15][C:14]([O:17][C:21]2[C:26]([CH:27]3[CH2:28][CH2:29][N:30]([C:33](=[O:35])[CH3:34])[CH2:31][CH2:32]3)=[CH:25][CH:24]=[CH:23][N:22]=2)=[CH:13][CH:12]=1. The yield is 0.457. (3) The product is [CH2:28]([O:27][C:25]([C:22]1[S:23][CH:7]=[C:6]([CH:3]2[CH2:2][CH2:5][CH2:4]2)[N:21]=1)=[O:26])[CH3:29]. No catalyst specified. The yield is 0.640. The reactants are Br[CH:2]1[CH2:5][CH2:4][C:3]1=[CH:6][CH:7]=O.C(OCC)(=S)C(N)=O.C(C1[N:21]=[C:22]([C:25]([O:27][CH2:28][CH3:29])=[O:26])[S:23]C=1)(C)C.